This data is from Experimentally validated miRNA-target interactions with 360,000+ pairs, plus equal number of negative samples. The task is: Binary Classification. Given a miRNA mature sequence and a target amino acid sequence, predict their likelihood of interaction. (1) The miRNA is mmu-miR-686 with sequence AUUGCUUCCCAGACGGUGAAGA. The protein sequence of the target gene is MLSEQAVGLGTGWEPMNTQLDAAELQSERGTREEGSWRTAPRPLEHLHCGLEDEPLSLQEKATSVPWVPAVPQEGNTGDWEMAAALLAAGSQGLVTIKDVSLCFSQEEWRSLDPSQTDFYGEYVMQENCGIVVSLRFPIPKLDMLSQQEGGEDQWAPDPQDVEGRDILKVTYTGDGGEPQGDTPELQVEPPRTLSSVTEDTALWNPGQGPSWESMPRNSTGMLLSPRFLQEDTFSRHLHRTDTDSLLKPHTCPQCGKQFVWGSHLARHQQTHTGERPYSCLKCEKSFGRRHHLIRHQKTH.... Result: 1 (interaction). (2) The miRNA is hsa-miR-4659a-3p with sequence UUUCUUCUUAGACAUGGCAACG. The protein sequence of the target gene is MGQNDLMGTAEDFADQFLRVTKQYLPHVARLCLISTFLEDGIRMWFQWSEQRDYIDTTWNCGYLLASSFVFLNLLGQLTGCVLVLSRNFVQYACFGLFGIIALQTIAYSILWDLKFLMRNLALGGGLLLLLAESRSEGKSMFAGVPTMRESSPKQYMQLGGRVLLVLMFMTLLHFDASFFSIVQNIVGTALMILVAIGFKTKLAALTLVVWLFAINVYFNAFWTIPVYKPMHDFLKYDFFQTMSVIGGLLLVVALGPGGVSMDEKKKEW. Result: 1 (interaction). (3) The miRNA is hsa-miR-520h with sequence ACAAAGUGCUUCCCUUUAGAGU. The protein sequence of the target gene is MATEGMILTNHDHQIRVGVLTVSDSCFRNLAEDRSGINLKDLVQDPSLLGGTISAYKIVPDEIEEIKETLIDWCDEKELNLILTTGGTGFAPRDVTPEATKEVIEREAPGMALAMLMGSLNVTPLGMLSRPVCGIRGKTLIINLPGSKKGSQECFQFILPALPHAIDLLRDAIVKVKEVHDELEDLPSPPPPLSPPPTTSPHKQTEDKGVQCEEEEEEKKDSGVASTEDSSSSHITAAAIAAKIPDSIISRGVQVLPRDTASLSTTPSESPRAQATSRLSTASCPTPKVQSRCSSKENIL.... Result: 0 (no interaction).